This data is from Forward reaction prediction with 1.9M reactions from USPTO patents (1976-2016). The task is: Predict the product of the given reaction. (1) Given the reactants [O:1]1[C:5]2[CH:6]=[CH:7][CH:8]=[CH:9][C:4]=2[C:3]([NH2:10])=[N:2]1.[C:11](Cl)([O:13][CH2:14][C:15]([Cl:18])([Cl:17])[Cl:16])=[O:12], predict the reaction product. The product is: [O:1]1[C:5]2[CH:6]=[CH:7][CH:8]=[CH:9][C:4]=2[C:3]([NH:10][C:11](=[O:12])[O:13][CH2:14][C:15]([Cl:18])([Cl:17])[Cl:16])=[N:2]1. (2) Given the reactants [Br:1][C:2]1[C:3]([CH3:32])=[C:4]([C:22]2[CH:27]=[CH:26][CH:25]=[C:24]([C:28]([F:31])([F:30])[F:29])[CH:23]=2)[C:5]([NH:8][C:9](=O)[CH2:10][C:11]2[CH:16]=[CH:15][C:14]([S:17]([CH3:20])(=[O:19])=[O:18])=[CH:13][CH:12]=2)=[N:6][CH:7]=1.COC1C=CC(P2(SP(C3C=CC(OC)=CC=3)(=S)S2)=[S:42])=CC=1, predict the reaction product. The product is: [Br:1][C:2]1[C:3]([CH3:32])=[C:4]([C:22]2[CH:27]=[CH:26][CH:25]=[C:24]([C:28]([F:31])([F:30])[F:29])[CH:23]=2)[C:5]([NH:8][C:9](=[S:42])[CH2:10][C:11]2[CH:16]=[CH:15][C:14]([S:17]([CH3:20])(=[O:19])=[O:18])=[CH:13][CH:12]=2)=[N:6][CH:7]=1.